From a dataset of NCI-60 drug combinations with 297,098 pairs across 59 cell lines. Regression. Given two drug SMILES strings and cell line genomic features, predict the synergy score measuring deviation from expected non-interaction effect. Drug 1: CCC(=C(C1=CC=CC=C1)C2=CC=C(C=C2)OCCN(C)C)C3=CC=CC=C3.C(C(=O)O)C(CC(=O)O)(C(=O)O)O. Drug 2: CN1C2=C(C=C(C=C2)N(CCCl)CCCl)N=C1CCCC(=O)O.Cl. Cell line: RPMI-8226. Synergy scores: CSS=7.64, Synergy_ZIP=-0.279, Synergy_Bliss=5.31, Synergy_Loewe=5.54, Synergy_HSA=4.09.